From a dataset of NCI-60 drug combinations with 297,098 pairs across 59 cell lines. Regression. Given two drug SMILES strings and cell line genomic features, predict the synergy score measuring deviation from expected non-interaction effect. (1) Drug 1: C1=NC2=C(N=C(N=C2N1C3C(C(C(O3)CO)O)F)Cl)N. Drug 2: CN(CCCl)CCCl.Cl. Cell line: LOX IMVI. Synergy scores: CSS=6.62, Synergy_ZIP=-5.44, Synergy_Bliss=-0.865, Synergy_Loewe=-7.99, Synergy_HSA=-8.30. (2) Drug 1: C1=CC(=CC=C1C#N)C(C2=CC=C(C=C2)C#N)N3C=NC=N3. Drug 2: C1C(C(OC1N2C=NC3=C2NC=NCC3O)CO)O. Cell line: SNB-19. Synergy scores: CSS=-7.01, Synergy_ZIP=3.69, Synergy_Bliss=4.04, Synergy_Loewe=-1.01, Synergy_HSA=-0.451. (3) Drug 1: C1=CC(=CC=C1C#N)C(C2=CC=C(C=C2)C#N)N3C=NC=N3. Synergy scores: CSS=27.5, Synergy_ZIP=-4.16, Synergy_Bliss=-0.688, Synergy_Loewe=-4.65, Synergy_HSA=-3.20. Drug 2: C1CN1C2=NC(=NC(=N2)N3CC3)N4CC4. Cell line: A498. (4) Drug 1: C1=CN(C(=O)N=C1N)C2C(C(C(O2)CO)O)O.Cl. Drug 2: CC1CCCC2(C(O2)CC(NC(=O)CC(C(C(=O)C(C1O)C)(C)C)O)C(=CC3=CSC(=N3)C)C)C. Cell line: UO-31. Synergy scores: CSS=32.0, Synergy_ZIP=-7.66, Synergy_Bliss=-1.99, Synergy_Loewe=0.982, Synergy_HSA=0.567. (5) Drug 1: C1CN1C2=NC(=NC(=N2)N3CC3)N4CC4. Drug 2: CC1C(C(CC(O1)OC2CC(OC(C2O)C)OC3=CC4=CC5=C(C(=O)C(C(C5)C(C(=O)C(C(C)O)O)OC)OC6CC(C(C(O6)C)O)OC7CC(C(C(O7)C)O)OC8CC(C(C(O8)C)O)(C)O)C(=C4C(=C3C)O)O)O)O. Cell line: KM12. Synergy scores: CSS=39.3, Synergy_ZIP=-4.52, Synergy_Bliss=-2.91, Synergy_Loewe=-6.13, Synergy_HSA=-2.44.